Dataset: Reaction yield outcomes from USPTO patents with 853,638 reactions. Task: Predict the reaction yield, written as a fraction of the theoretical maximum amount of product (1.0 means a 100% yield; for example, 0.34 means a 34% yield). (1) The reactants are Br[C:2]1[N:7]=[C:6]([CH3:8])[C:5]([CH2:9][N:10]2[CH2:15][CH2:14][N:13]([C:16]([O:18][C:19]([CH3:22])([CH3:21])[CH3:20])=[O:17])[CH2:12][CH2:11]2)=[CH:4][CH:3]=1.[CH3:23][C:24]1[CH:29]=[CH:28][CH:27]=[CH:26][C:25]=1B(O)O.C(=O)([O-])[O-].[K+].[K+].O1CCOCC1. The catalyst is O.C1C=CC([P]([Pd]([P](C2C=CC=CC=2)(C2C=CC=CC=2)C2C=CC=CC=2)([P](C2C=CC=CC=2)(C2C=CC=CC=2)C2C=CC=CC=2)[P](C2C=CC=CC=2)(C2C=CC=CC=2)C2C=CC=CC=2)(C2C=CC=CC=2)C2C=CC=CC=2)=CC=1. The product is [CH3:8][C:6]1[C:5]([CH2:9][N:10]2[CH2:15][CH2:14][N:13]([C:16]([O:18][C:19]([CH3:22])([CH3:21])[CH3:20])=[O:17])[CH2:12][CH2:11]2)=[CH:4][CH:3]=[C:2]([C:25]2[CH:26]=[CH:27][CH:28]=[CH:29][C:24]=2[CH3:23])[N:7]=1. The yield is 0.970. (2) The reactants are [C:1]([N:4]1[CH2:9][CH2:8][NH:7][CH2:6][CH2:5]1)(=[O:3])[CH3:2].C(=O)([O-])[O-].[K+].[K+].Br[CH2:17][CH2:18][CH2:19][OH:20]. The catalyst is C(#N)C. The product is [C:1]([N:4]1[CH2:9][CH2:8][N:7]([CH2:17][CH2:18][CH2:19][OH:20])[CH2:6][CH2:5]1)(=[O:3])[CH3:2]. The yield is 0.560. (3) The reactants are [Cl:1][C:2]1[CH:7]=[CH:6][C:5]([S:8]([N:11]2[CH:16]([C:17]3[CH:22]=[CH:21][CH:20]=[CH:19][CH:18]=3)[CH2:15][CH2:14][CH2:13][CH:12]2[CH:23]=[O:24])(=[O:10])=[O:9])=[CH:4][CH:3]=1.[CH3:25][Mg]Br.CCOCC.[Cl-].[NH4+]. The catalyst is C1COCC1. The product is [Cl:1][C:2]1[CH:3]=[CH:4][C:5]([S:8]([N:11]2[CH:16]([C:17]3[CH:18]=[CH:19][CH:20]=[CH:21][CH:22]=3)[CH2:15][CH2:14][CH2:13][CH:12]2[CH:23]([OH:24])[CH3:25])(=[O:9])=[O:10])=[CH:6][CH:7]=1. The yield is 1.00. (4) The reactants are [CH3:1][C:2]1([CH3:7])[CH2:6][CH2:5][CH:4]=[N:3]1.C(#N)C.C1COCC1.C[Si](C)(C)[O:18][C:19]([CH:21]=[CH2:22])=[CH2:20]. The catalyst is ClCCl.Cl.[Cl-].[Cl-].[Zn+2]. The product is [CH3:1][C:2]1([CH3:7])[N:3]2[CH:4]([CH2:20][C:19](=[O:18])[CH2:21][CH2:22]2)[CH2:5][CH2:6]1. The yield is 0.110. (5) The catalyst is CN(C)C=O. The product is [CH2:27]([N:13]([CH3:14])[CH2:12][C:9]1[NH:10][CH:11]=[C:7]([C:4]2[CH:5]=[CH:6][C:1]([C:15]3[CH:16]=[CH:17][CH:18]=[CH:19][CH:20]=3)=[CH:2][CH:3]=2)[N:8]=1)[C:28]1[CH:33]=[CH:32][CH:31]=[CH:30][CH:29]=1. The reactants are [C:1]1([C:15]2[CH:20]=[CH:19][CH:18]=[CH:17][CH:16]=2)[CH:6]=[CH:5][C:4]([C:7]2[N:8]=[C:9]([CH2:12][NH:13][CH3:14])[NH:10][CH:11]=2)=[CH:3][CH:2]=1.C(=O)([O-])[O-].[K+].[K+].[CH2:27](Br)[C:28]1[CH:33]=[CH:32][CH:31]=[CH:30][CH:29]=1.O. The yield is 0.160. (6) The reactants are [F:1][C:2]1[CH:7]=[C:6]([OH:8])[CH:5]=[CH:4][C:3]=1[C:9](=[O:11])[CH3:10].[O:12]1[CH:17]=[CH:16][CH2:15][CH2:14][CH2:13]1.C1(C)C=CC(S([O-])(=O)=O)=CC=1.[NH+]1C=CC=CC=1. The catalyst is C(Cl)Cl. The product is [F:1][C:2]1[CH:7]=[C:6]([O:8][CH:13]2[CH2:14][CH2:15][CH2:16][CH2:17][O:12]2)[CH:5]=[CH:4][C:3]=1[C:9](=[O:11])[CH3:10]. The yield is 0.740.